Predict the reactants needed to synthesize the given product. From a dataset of Full USPTO retrosynthesis dataset with 1.9M reactions from patents (1976-2016). (1) Given the product [CH2:15]([O:14][C:12](=[O:13])[CH:11]([NH:5][C:4]1[CH:6]=[CH:7][C:8]([Cl:9])=[C:2]([Cl:1])[CH:3]=1)[CH2:19][CH3:20])[CH:16]([CH3:18])[CH3:17], predict the reactants needed to synthesize it. The reactants are: [Cl:1][C:2]1[CH:3]=[C:4]([CH:6]=[CH:7][C:8]=1[Cl:9])[NH2:5].O=[C:11]([CH2:19][CH3:20])[C:12]([O:14][CH2:15][CH:16]([CH3:18])[CH3:17])=[O:13]. (2) Given the product [Br:28][CH2:29][CH2:30][N:31]1[C:32](=[O:33])[N:6]2[CH:7]([C:20]3[CH:25]=[CH:24][CH:23]=[C:22]([OH:26])[CH:21]=3)[C:8]3[NH:9][C:10]4[C:15]([C:16]=3[CH2:17][C:5]2([CH3:27])[C:3]1=[O:4])=[CH:14][C:13]([O:18][CH3:19])=[CH:12][CH:11]=4, predict the reactants needed to synthesize it. The reactants are: CO[C:3]([C:5]1([CH3:27])[CH2:17][C:16]2[C:15]3[C:10](=[CH:11][CH:12]=[C:13]([O:18][CH3:19])[CH:14]=3)[NH:9][C:8]=2[CH:7]([C:20]2[CH:25]=[CH:24][CH:23]=[C:22]([OH:26])[CH:21]=2)[NH:6]1)=[O:4].[Br:28][CH2:29][CH2:30][N:31]=[C:32]=[O:33]. (3) Given the product [C:1]([C:11]1[CH:31]=[CH:30][C:14]([CH2:15][N:16]([C:17]2[CH:29]=[CH:28][C:20]3[O:21][C:22]([CH3:26])([CH3:27])[O:23][C:24](=[O:25])[C:19]=3[CH:18]=2)[C:40](=[O:41])/[CH:39]=[CH:38]/[C:32]2[CH:37]=[CH:36][CH:35]=[CH:34][CH:33]=2)=[CH:13][CH:12]=1)#[C:2][CH2:3][CH2:4][CH2:5][CH2:6][CH2:7][CH2:8][CH2:9][CH3:10], predict the reactants needed to synthesize it. The reactants are: [C:1]([C:11]1[CH:31]=[CH:30][C:14]([CH2:15][NH:16][C:17]2[CH:29]=[CH:28][C:20]3[O:21][C:22]([CH3:27])([CH3:26])[O:23][C:24](=[O:25])[C:19]=3[CH:18]=2)=[CH:13][CH:12]=1)#[C:2][CH2:3][CH2:4][CH2:5][CH2:6][CH2:7][CH2:8][CH2:9][CH3:10].[C:32]1(/[CH:38]=[CH:39]/[C:40](Cl)=[O:41])[CH:37]=[CH:36][CH:35]=[CH:34][CH:33]=1.